From a dataset of Forward reaction prediction with 1.9M reactions from USPTO patents (1976-2016). Predict the product of the given reaction. (1) The product is: [Br:8][C:9]1[C:10]([CH:20]=[O:21])=[C:11]([F:17])[C:12]([O:15][CH3:16])=[CH:13][CH:14]=1. Given the reactants C(NC(C)C)(C)C.[Br:8][C:9]1[CH:14]=[CH:13][C:12]([O:15][CH3:16])=[C:11]([F:17])[CH:10]=1.CN(C)[CH:20]=[O:21], predict the reaction product. (2) Given the reactants [C:1](Cl)(=[O:5])[C:2](Cl)=[O:3].[CH2:7]([OH:13])[CH2:8]/[CH:9]=[CH:10]\[CH2:11][CH3:12].OS(O)(=O)=O, predict the reaction product. The product is: [CH2:7]([O:13][C:1](=[O:5])[C:2]([O:13][CH2:7][CH2:8]/[CH:9]=[CH:10]\[CH2:11][CH3:12])=[O:3])[CH2:8]/[CH:9]=[CH:10]\[CH2:11][CH3:12]. (3) Given the reactants [C:1]([O:6][CH3:7])(=[O:5])[C:2]([CH3:4])=[CH2:3].[C:8]([OH:13])(=[O:12])[C:9]([CH3:11])=[CH2:10].[C:14]([O:19][CH2:20][CH2:21][O:22][C:23](=[O:27])[C:24]([CH3:26])=[CH2:25])(=[O:18])[C:15]([CH3:17])=[CH2:16].S(OOS([O-])(=O)=O)([O-])(=O)=O.[NH4+].[NH4+], predict the reaction product. The product is: [C:1]([O:6][CH3:7])(=[O:5])[C:2]([CH3:4])=[CH2:3].[C:8]([OH:13])(=[O:12])[C:9]([CH3:11])=[CH2:10].[C:14]([O:19][CH2:20][CH2:21][O:22][C:23](=[O:27])[C:24]([CH3:26])=[CH2:25])(=[O:18])[C:15]([CH3:17])=[CH2:16]. (4) Given the reactants [CH:1](NC(C)C)(C)C.[Li]CCCC.[CH3:13][O:14][C:15](=[O:24])[C:16]([C:18]12[CH2:23][CH:22]1[CH2:21][CH2:20][CH2:19]2)=O.S(=O)(=O)(O)O.[Cl-].[Na+], predict the reaction product. The product is: [CH3:13][O:14][C:15](=[O:24])[C:16]([C:18]12[CH2:23][CH:22]1[CH2:21][CH2:20][CH2:19]2)=[CH2:1]. (5) Given the reactants Br[C:2]1[CH:7]=[CH:6][C:5]([CH:8]([C:10]2[CH:15]=[CH:14][C:13]([O:16][CH3:17])=[CH:12][CH:11]=2)[NH2:9])=[CH:4][CH:3]=1.[P:18]([O-])([O:23][CH2:24][CH3:25])([O:20][CH2:21][CH3:22])=[O:19].CCN(CC)CC, predict the reaction product. The product is: [NH2:9][CH:8]([C:10]1[CH:15]=[CH:14][C:13]([O:16][CH3:17])=[CH:12][CH:11]=1)[C:5]1[CH:6]=[CH:7][C:2]([P:18](=[O:19])([O:23][CH2:24][CH3:25])[O:20][CH2:21][CH3:22])=[CH:3][CH:4]=1. (6) Given the reactants Br[C:2]1[CH:3]=[C:4]([CH:7]=[C:8](Br)[C:9]=1[O:10][CH2:11][CH2:12][CH2:13][CH2:14][CH2:15][CH2:16][CH2:17][CH3:18])[CH:5]=[O:6].O[C:21]1[CH:22]=C(C=[CH:27][CH:28]=1)C=O, predict the reaction product. The product is: [CH2:11]([O:10][C:9]1[C:8]2[C:7](=[CH:22][CH:21]=[CH:28][CH:27]=2)[C:4]([CH:5]=[O:6])=[CH:3][CH:2]=1)[CH2:12][CH2:13][CH2:14][CH2:15][CH2:16][CH2:17][CH3:18]. (7) Given the reactants C(OC(=O)[NH:7][C:8]([CH2:45][O:46][CH2:47][CH2:48][CH2:49][NH:50][C:51](=[C:53]1[C:58](=[O:59])[CH2:57][C:56]([CH3:61])([CH3:60])[CH2:55][C:54]1=[O:62])[CH3:52])([CH2:27][O:28][CH2:29][CH2:30][CH2:31][NH:32][C:33](=[C:35]1[C:40](=[O:41])[CH2:39][C:38]([CH3:43])([CH3:42])[CH2:37][C:36]1=[O:44])[CH3:34])[CH2:9][O:10][CH2:11][CH2:12][CH2:13][NH:14][C:15](=[C:17]1[C:22](=[O:23])[CH2:21][C:20]([CH3:25])([CH3:24])[CH2:19][C:18]1=[O:26])[CH3:16])(C)(C)C, predict the reaction product. The product is: [CH3:42][C:38]1([CH3:43])[CH2:39][C:40](=[O:41])[C:35](=[C:33]([NH:32][CH2:31][CH2:30][CH2:29][O:28][CH2:27][C:8]([NH2:7])([CH2:9][O:10][CH2:11][CH2:12][CH2:13][NH:14][C:15](=[C:17]2[C:18](=[O:26])[CH2:19][C:20]([CH3:25])([CH3:24])[CH2:21][C:22]2=[O:23])[CH3:16])[CH2:45][O:46][CH2:47][CH2:48][CH2:49][NH:50][C:51](=[C:53]2[C:58](=[O:59])[CH2:57][C:56]([CH3:60])([CH3:61])[CH2:55][C:54]2=[O:62])[CH3:52])[CH3:34])[C:36](=[O:44])[CH2:37]1.